From a dataset of Reaction yield outcomes from USPTO patents with 853,638 reactions. Predict the reaction yield, written as a fraction of the theoretical maximum amount of product (1.0 means a 100% yield; for example, 0.34 means a 34% yield). (1) The reactants are [NH2:1][CH:2]([CH2:5][OH:6])[CH2:3][OH:4].[Cl:7][C:8]1[S:12][C:11]([S:13](Cl)(=[O:15])=[O:14])=[CH:10][CH:9]=1.C(N(CC)CC)C. The catalyst is C1COCC1. The product is [OH:4][CH2:3][CH:2]([NH:1][S:13]([C:11]1[S:12][C:8]([Cl:7])=[CH:9][CH:10]=1)(=[O:15])=[O:14])[CH2:5][OH:6]. The yield is 0.770. (2) The reactants are [CH:1]1([C:4]2[CH:5]=[C:6](B3OC(C)(C)C(C)(C)O3)[CH:7]=[C:8]([C:10]([F:13])([F:12])[F:11])[CH:9]=2)[CH2:3][CH2:2]1.[F:23][C:24]1[CH:25]=[C:26]([CH:36]([NH:38][C:39]([C:41]2[O:42][C:43](Br)=[CH:44][CH:45]=2)=[O:40])[CH3:37])[CH:27]=[C:28]([F:35])[C:29]=1[NH:30][S:31]([CH3:34])(=[O:33])=[O:32].C([O-])([O-])=O.[Cs+].[Cs+]. The catalyst is Cl[Pd](Cl)([P](C1C=CC=CC=1)(C1C=CC=CC=1)C1C=CC=CC=1)[P](C1C=CC=CC=1)(C1C=CC=CC=1)C1C=CC=CC=1. The product is [F:23][C:24]1[CH:25]=[C:26]([CH:36]([NH:38][C:39]([C:41]2[O:42][C:43]([C:6]3[CH:7]=[C:8]([C:10]([F:11])([F:12])[F:13])[CH:9]=[C:4]([CH:1]4[CH2:2][CH2:3]4)[CH:5]=3)=[CH:44][CH:45]=2)=[O:40])[CH3:37])[CH:27]=[C:28]([F:35])[C:29]=1[NH:30][S:31]([CH3:34])(=[O:33])=[O:32]. The yield is 0.180.